This data is from Catalyst prediction with 721,799 reactions and 888 catalyst types from USPTO. The task is: Predict which catalyst facilitates the given reaction. (1) Reactant: [Cl:1][C:2]1[CH:7]=[CH:6][C:5]([C:8]2[CH:13]=[CH:12][C:11]([NH2:14])=[CH:10][CH:9]=2)=[CH:4][CH:3]=1.[Br:15][C:16]1[CH:24]=[C:23]([CH3:25])[CH:22]=[CH:21][C:17]=1[C:18](O)=[O:19].C(Cl)CCl.C1C=CC2N(O)N=NC=2C=1.C(N(C(C)C)CC)(C)C. Product: [Br:15][C:16]1[CH:24]=[C:23]([CH3:25])[CH:22]=[CH:21][C:17]=1[C:18]([NH:14][C:11]1[CH:12]=[CH:13][C:8]([C:5]2[CH:4]=[CH:3][C:2]([Cl:1])=[CH:7][CH:6]=2)=[CH:9][CH:10]=1)=[O:19]. The catalyst class is: 1. (2) Reactant: [CH:1]1([N:6]2[CH2:12][C:11]([F:14])([F:13])[C:10](=[O:15])[N:9]([CH3:16])[C:8]3[CH:17]=[N:18][C:19]([NH:21][C:22]4[CH:30]=[CH:29][C:25]([C:26](O)=[O:27])=[CH:24][C:23]=4[O:31][CH3:32])=[N:20][C:7]2=3)[CH2:5][CH2:4][CH2:3][CH2:2]1.C(N(C(C)C)C(C)C)C.[CH2:42]([N:44]1[CH2:49][CH2:48][CH:47]([NH2:50])[CH2:46][CH2:45]1)[CH3:43]. Product: [CH:1]1([N:6]2[CH2:12][C:11]([F:13])([F:14])[C:10](=[O:15])[N:9]([CH3:16])[C:8]3[CH:17]=[N:18][C:19]([NH:21][C:22]4[CH:30]=[CH:29][C:25]([C:26]([NH:50][CH:47]5[CH2:48][CH2:49][N:44]([CH2:42][CH3:43])[CH2:45][CH2:46]5)=[O:27])=[CH:24][C:23]=4[O:31][CH3:32])=[N:20][C:7]2=3)[CH2:5][CH2:4][CH2:3][CH2:2]1. The catalyst class is: 9. (3) Reactant: [NH2:1][C:2]1[C:7]([C:8]([O:10][CH2:11][CH3:12])=[O:9])=[C:6]([CH3:13])[N:5]=[C:4]2[S:14][C:15]([CH3:17])=[CH:16][C:3]=12.[Br:18]N1C(=O)CCC1=O. Product: [NH2:1][C:2]1[C:7]([C:8]([O:10][CH2:11][CH3:12])=[O:9])=[C:6]([CH3:13])[N:5]=[C:4]2[S:14][C:15]([CH3:17])=[C:16]([Br:18])[C:3]=12. The catalyst class is: 2. (4) Reactant: [C:1]([O:5][C:6](=[O:22])[NH:7][C:8]1[CH2:9][O:10][CH2:11][C:12]([C:15]2[CH:20]=[CH:19][CH:18]=[C:17]([NH2:21])[CH:16]=2)([CH3:14])[N:13]=1)([CH3:4])([CH3:3])[CH3:2].[O:23]1[CH:27]=[CH:26][CH:25]=[C:24]1[C:28](O)=[O:29].C1C=CC2N(O)N=NC=2C=1.CCN(C(C)C)C(C)C.C(Cl)CCl. Product: [C:1]([O:5][C:6](=[O:22])[NH:7][C:8]1[CH2:9][O:10][CH2:11][C:12]([C:15]2[CH:20]=[CH:19][CH:18]=[C:17]([NH:21][C:28]([C:24]3[O:23][CH:27]=[CH:26][CH:25]=3)=[O:29])[CH:16]=2)([CH3:14])[N:13]=1)([CH3:2])([CH3:3])[CH3:4]. The catalyst class is: 4. (5) Reactant: [F-].C([N+](CCCC)(CCCC)CCCC)CCC.[CH2:19]([C:21]([C:37]1[CH:42]=[CH:41][C:40]([OH:43])=[C:39]([CH3:44])[CH:38]=1)([C:24]1[CH:29]=[CH:28][C:27]([C:30]#[C:31][Si](C)(C)C)=[C:26]([CH3:36])[CH:25]=1)[CH2:22][CH3:23])[CH3:20]. Product: [CH2:19]([C:21]([C:37]1[CH:42]=[CH:41][C:40]([OH:43])=[C:39]([CH3:44])[CH:38]=1)([C:24]1[CH:29]=[CH:28][C:27]([C:30]#[CH:31])=[C:26]([CH3:36])[CH:25]=1)[CH2:22][CH3:23])[CH3:20]. The catalyst class is: 7. (6) Reactant: C(O[BH-](OC(=O)C)OC(=O)C)(=O)C.[Na+].[Br:15][C:16]1[CH:17]=[C:18]([NH2:22])[CH:19]=[N:20][CH:21]=1.[OH:23][C:24]1[CH:31]=[CH:30][CH:29]=[CH:28][C:25]=1[CH:26]=O.O. Product: [Br:15][C:16]1[CH:17]=[C:18]([NH:22][CH2:26][C:25]2[CH:28]=[CH:29][CH:30]=[CH:31][C:24]=2[OH:23])[CH:19]=[N:20][CH:21]=1. The catalyst class is: 4. (7) The catalyst class is: 2. Reactant: [Cl:1][C:2]1[CH:7]=[C:6]([Cl:8])[CH:5]=[CH:4][C:3]=1[C:9]1[N:14]2[CH:15]=[C:16]([C:18]([O:20][CH2:21][CH3:22])=[O:19])[N:17]=[C:13]2[N:12]=[C:11]([CH3:23])[C:10]=1[C:24]([O:26]C(C)(C)C)=[O:25].C(O)(C(F)(F)F)=O. Product: [Cl:1][C:2]1[CH:7]=[C:6]([Cl:8])[CH:5]=[CH:4][C:3]=1[C:9]1[N:14]2[CH:15]=[C:16]([C:18]([O:20][CH2:21][CH3:22])=[O:19])[N:17]=[C:13]2[N:12]=[C:11]([CH3:23])[C:10]=1[C:24]([OH:26])=[O:25]. (8) Product: [NH2:21][C:15]1[C:14]2[C:18](=[CH:19][CH:20]=[C:12]([NH:11][S:8]([C:4]3[CH:5]=[CH:6][CH:7]=[C:2]([F:1])[CH:3]=3)(=[O:10])=[O:9])[CH:13]=2)[NH:17][N:16]=1. Reactant: [F:1][C:2]1[CH:3]=[C:4]([S:8]([NH:11][C:12]2[CH:13]=[C:14]3[C:18](=[CH:19][CH:20]=2)[NH:17][N:16]=[C:15]3[NH:21]C(=O)C2C=CC=CC=2)(=[O:10])=[O:9])[CH:5]=[CH:6][CH:7]=1.Cl. The catalyst class is: 8.